From a dataset of Catalyst prediction with 721,799 reactions and 888 catalyst types from USPTO. Predict which catalyst facilitates the given reaction. Reactant: [CH3:1][C:2]([OH:15])([CH3:14])[CH:3]([C:5]1[CH:10]=[CH:9][C:8]([N+:11]([O-:13])=[O:12])=[CH:7][CH:6]=1)[OH:4].CO[C:18](OC)([CH3:20])[CH3:19].CC1C=CC(S(O)(=O)=O)=CC=1.CC(=O)OCC. Product: [CH3:19][C:18]1([CH3:20])[O:15][C:2]([CH3:1])([CH3:14])[CH:3]([C:5]2[CH:6]=[CH:7][C:8]([N+:11]([O-:13])=[O:12])=[CH:9][CH:10]=2)[O:4]1. The catalyst class is: 21.